From a dataset of Reaction yield outcomes from USPTO patents with 853,638 reactions. Predict the reaction yield, written as a fraction of the theoretical maximum amount of product (1.0 means a 100% yield; for example, 0.34 means a 34% yield). The reactants are [NH2:1][C:2]1[C:3]([C:7]2[N:8]([CH2:26][CH3:27])[C:9]3[CH:14]=[C:13]([CH2:15][C:16]4[CH:17]=[C:18]([CH:22]=[CH:23][CH:24]=4)[C:19]([OH:21])=O)[N:12]=[CH:11][C:10]=3[N:25]=2)=[N:4][O:5][N:6]=1.[N:28]1([CH2:34][CH2:35][NH2:36])[CH2:33][CH2:32][O:31][CH2:30][CH2:29]1.C1C=CC2N(O)N=NC=2C=1.CN(C(ON1N=NC2C=CC=CC1=2)=[N+](C)C)C.F[P-](F)(F)(F)(F)F.CN1CCOCC1. The catalyst is CN(C=O)C. The product is [NH2:1][C:2]1[C:3]([C:7]2[N:8]([CH2:26][CH3:27])[C:9]3[CH:14]=[C:13]([CH2:15][C:16]4[CH:17]=[C:18]([CH:22]=[CH:23][CH:24]=4)[C:19]([NH:36][CH2:35][CH2:34][N:28]4[CH2:33][CH2:32][O:31][CH2:30][CH2:29]4)=[O:21])[N:12]=[CH:11][C:10]=3[N:25]=2)=[N:4][O:5][N:6]=1. The yield is 0.900.